This data is from Forward reaction prediction with 1.9M reactions from USPTO patents (1976-2016). The task is: Predict the product of the given reaction. Given the reactants [Cl:1][C:2]1[CH:7]=[CH:6][C:5]([C:8]2[CH:13]=[C:12]([C:14]([F:17])([F:16])[F:15])[N:11]3[N:18]=[CH:19][C:20]([C:21](O)=[O:22])=[C:10]3[N:9]=2)=[CH:4][C:3]=1[CH3:24].[S:25]([C:29]1[CH:30]=[C:31]([NH2:35])[CH:32]=[CH:33][CH:34]=1)(=[O:28])(=[O:27])[NH2:26], predict the reaction product. The product is: [S:25]([C:29]1[CH:30]=[C:31]([NH:35][C:21]([C:20]2[CH:19]=[N:18][N:11]3[C:12]([C:14]([F:16])([F:17])[F:15])=[CH:13][C:8]([C:5]4[CH:6]=[CH:7][C:2]([Cl:1])=[C:3]([CH3:24])[CH:4]=4)=[N:9][C:10]=23)=[O:22])[CH:32]=[CH:33][CH:34]=1)(=[O:27])(=[O:28])[NH2:26].